Task: Regression. Given two drug SMILES strings and cell line genomic features, predict the synergy score measuring deviation from expected non-interaction effect.. Dataset: NCI-60 drug combinations with 297,098 pairs across 59 cell lines (1) Drug 1: COC1=CC(=CC(=C1O)OC)C2C3C(COC3=O)C(C4=CC5=C(C=C24)OCO5)OC6C(C(C7C(O6)COC(O7)C8=CC=CS8)O)O. Drug 2: CC1C(C(CC(O1)OC2CC(CC3=C2C(=C4C(=C3O)C(=O)C5=CC=CC=C5C4=O)O)(C(=O)C)O)N)O. Cell line: SNB-75. Synergy scores: CSS=53.4, Synergy_ZIP=-2.53, Synergy_Bliss=-0.382, Synergy_Loewe=-7.28, Synergy_HSA=3.63. (2) Cell line: SF-295. Drug 1: C1=CN(C=N1)CC(O)(P(=O)(O)O)P(=O)(O)O. Synergy scores: CSS=-0.633, Synergy_ZIP=0.128, Synergy_Bliss=1.05, Synergy_Loewe=-2.60, Synergy_HSA=-0.232. Drug 2: CC(C)(C#N)C1=CC(=CC(=C1)CN2C=NC=N2)C(C)(C)C#N. (3) Drug 1: C1CCC(C1)C(CC#N)N2C=C(C=N2)C3=C4C=CNC4=NC=N3. Drug 2: C1=CC(=CC=C1CC(C(=O)O)N)N(CCCl)CCCl.Cl. Cell line: NCI-H522. Synergy scores: CSS=18.4, Synergy_ZIP=0.0925, Synergy_Bliss=1.07, Synergy_Loewe=0.882, Synergy_HSA=2.75. (4) Drug 1: C1CC(C1)(C(=O)O)C(=O)O.[NH2-].[NH2-].[Pt+2]. Drug 2: C1CNP(=O)(OC1)N(CCCl)CCCl. Cell line: TK-10. Synergy scores: CSS=-0.284, Synergy_ZIP=-0.462, Synergy_Bliss=-1.52, Synergy_Loewe=-2.61, Synergy_HSA=-2.06. (5) Drug 1: COC1=NC(=NC2=C1N=CN2C3C(C(C(O3)CO)O)O)N. Drug 2: C1CCC(C(C1)N)N.C(=O)(C(=O)[O-])[O-].[Pt+4]. Cell line: SK-OV-3. Synergy scores: CSS=-2.95, Synergy_ZIP=-2.70, Synergy_Bliss=-7.78, Synergy_Loewe=-8.55, Synergy_HSA=-8.48. (6) Drug 1: CN1C(=O)N2C=NC(=C2N=N1)C(=O)N. Drug 2: CC(C)(C#N)C1=CC(=CC(=C1)CN2C=NC=N2)C(C)(C)C#N. Cell line: ACHN. Synergy scores: CSS=-2.29, Synergy_ZIP=2.45, Synergy_Bliss=1.79, Synergy_Loewe=-21.4, Synergy_HSA=-3.80. (7) Drug 1: C1=CC=C(C=C1)NC(=O)CCCCCCC(=O)NO. Drug 2: C1CN(P(=O)(OC1)NCCCl)CCCl. Cell line: MCF7. Synergy scores: CSS=6.87, Synergy_ZIP=-1.71, Synergy_Bliss=-0.260, Synergy_Loewe=-6.54, Synergy_HSA=-1.91.